This data is from Full USPTO retrosynthesis dataset with 1.9M reactions from patents (1976-2016). The task is: Predict the reactants needed to synthesize the given product. Given the product [F:51][C:50]([F:53])([F:52])[S:47]([O:19][CH2:18][C:17]([F:21])([F:20])[CH2:16][N:15]=[S@:12]1(=[O:14])[C:11]([CH3:23])([CH3:22])[C:10]([NH:24][C:25]([O:26][C:27]([CH3:29])([CH3:28])[CH3:30])=[O:31])=[N:9][C@@:8]([C:6]2[C:5]([F:33])=[C:4]([Si:34]([CH2:35][CH3:36])([CH2:37][CH3:38])[CH2:39][CH3:40])[CH:3]=[C:2]([Br:1])[N:7]=2)([CH3:32])[CH2:13]1)(=[O:49])=[O:48], predict the reactants needed to synthesize it. The reactants are: [Br:1][C:2]1[N:7]=[C:6]([C@:8]2([CH3:32])[CH2:13][S@@:12](=[N:15][CH2:16][C:17]([F:21])([F:20])[CH2:18][OH:19])(=[O:14])[C:11]([CH3:23])([CH3:22])[C:10]([NH:24][C:25](=[O:31])[O:26][C:27]([CH3:30])([CH3:29])[CH3:28])=[N:9]2)[C:5]([F:33])=[C:4]([Si:34]([CH2:39][CH3:40])([CH2:37][CH3:38])[CH2:35][CH3:36])[CH:3]=1.N1C=CC=CC=1.[S:47](O[S:47]([C:50]([F:53])([F:52])[F:51])(=[O:49])=[O:48])([C:50]([F:53])([F:52])[F:51])(=[O:49])=[O:48].C(=O)([O-])O.[Na+].